Dataset: Full USPTO retrosynthesis dataset with 1.9M reactions from patents (1976-2016). Task: Predict the reactants needed to synthesize the given product. Given the product [Cl:1][C:2]1[CH:3]=[CH:4][C:5]([OH:11])=[C:6](/[C:8](=[N:29]/[NH:28][C:26](=[O:27])[C:25]2[CH:30]=[C:21]([S:18]([N:15]3[CH2:14][CH2:13][O:12][CH2:17][CH2:16]3)(=[O:20])=[O:19])[CH:22]=[N:23][CH:24]=2)/[CH3:9])[CH:7]=1, predict the reactants needed to synthesize it. The reactants are: [Cl:1][C:2]1[CH:3]=[CH:4][C:5]([OH:11])=[C:6]([C:8](=O)[CH3:9])[CH:7]=1.[O:12]1[CH2:17][CH2:16][N:15]([S:18]([C:21]2[CH:22]=[N:23][CH:24]=[C:25]([CH:30]=2)[C:26]([NH:28][NH2:29])=[O:27])(=[O:20])=[O:19])[CH2:14][CH2:13]1.